Dataset: Full USPTO retrosynthesis dataset with 1.9M reactions from patents (1976-2016). Task: Predict the reactants needed to synthesize the given product. Given the product [CH:1]1([N:4]2[C:8]3[C:9]([O:22][C@@H:23]([C@H:25]4[CH2:29][NH:28][C:27](=[O:30])[CH2:26]4)[CH3:24])=[CH:10][C:11]([C:32]4[S:33][C:34]([CH3:37])=[CH:35][N:36]=4)=[CH:12][C:7]=3[N:6]=[CH:5]2)[CH2:2][CH2:3]1, predict the reactants needed to synthesize it. The reactants are: [CH:1]1([N:4]2[C:8]3[C:9]([O:22][C@@H:23]([C@H:25]4[CH2:29][NH:28][C:27](=[O:30])[CH2:26]4)[CH3:24])=[CH:10][C:11](B4OC(C)(C)C(C)(C)O4)=[CH:12][C:7]=3[N:6]=[CH:5]2)[CH2:3][CH2:2]1.Br[C:32]1[S:33][C:34]([CH3:37])=[CH:35][N:36]=1.C([O-])([O-])=O.[Na+].[Na+].N#N.